Regression. Given a peptide amino acid sequence and an MHC pseudo amino acid sequence, predict their binding affinity value. This is MHC class I binding data. From a dataset of Peptide-MHC class I binding affinity with 185,985 pairs from IEDB/IMGT. (1) The peptide sequence is EIFPNIKIY. The MHC is HLA-A30:01 with pseudo-sequence HLA-A30:01. The binding affinity (normalized) is 0.0847. (2) The peptide sequence is YIILFILFFA. The MHC is HLA-A02:03 with pseudo-sequence HLA-A02:03. The binding affinity (normalized) is 0.398. (3) The peptide sequence is TVKSMILHEIL. The MHC is HLA-B27:05 with pseudo-sequence HLA-B27:05. The binding affinity (normalized) is 0. (4) The peptide sequence is IDGNQTNI. The MHC is Mamu-B01 with pseudo-sequence Mamu-B01. The binding affinity (normalized) is 0.154. (5) The peptide sequence is KVPLRTMSY. The MHC is Mamu-A02 with pseudo-sequence Mamu-A02. The binding affinity (normalized) is 0.455.